Dataset: Human intestinal absorption (HIA) binary classification data from Hou et al.. Task: Regression/Classification. Given a drug SMILES string, predict its absorption, distribution, metabolism, or excretion properties. Task type varies by dataset: regression for continuous measurements (e.g., permeability, clearance, half-life) or binary classification for categorical outcomes (e.g., BBB penetration, CYP inhibition). Dataset: hia_hou. (1) The compound is CC#Cc1cn([C@@H]2O[C@H](CO)[C@@H](O)[C@H]2O)c(=O)[nH]c1=O. The result is 0 (poor absorption). (2) The molecule is CC(=O)NC[C@@H]1O[C@@H](O[C@H]2[C@@H](N)C[C@H](N)[C@H](O[C@@H]3O[C@@H](CO)[C@@H](O)[C@H](N)[C@@H]3O)[C@@H]2O)[C@@H](O)[C@@H](O)[C@@H]1O. The result is 0 (poor absorption). (3) The compound is Cc1cnc(C(=O)NCCc2ccc(S(=O)(=O)NC(=O)NC3CCCCC3)cc2)cn1. The result is 1 (good absorption).